Dataset: Reaction yield outcomes from USPTO patents with 853,638 reactions. Task: Predict the reaction yield, written as a fraction of the theoretical maximum amount of product (1.0 means a 100% yield; for example, 0.34 means a 34% yield). (1) The reactants are [CH3:1][C:2]([NH:17]C(=O)C(F)(F)F)([CH3:16])[CH2:3][C:4]1[CH:9]=[CH:8][C:7]([C:10]2[N:11]=[C:12]([CH3:15])[S:13][CH:14]=2)=[CH:6][CH:5]=1.[OH-].[Na+]. The catalyst is CO.O1CCCC1. The product is [CH3:16][C:2]([NH2:17])([CH3:1])[CH2:3][C:4]1[CH:9]=[CH:8][C:7]([C:10]2[N:11]=[C:12]([CH3:15])[S:13][CH:14]=2)=[CH:6][CH:5]=1. The yield is 0.930. (2) The reactants are Br[C:2]1[CH:14]=[CH:13][C:5]([CH2:6][N:7]2[CH2:12][CH2:11][O:10][CH2:9][CH2:8]2)=[CH:4][C:3]=1[F:15].[B:16]1([B:16]2[O:20][C:19]([CH3:22])([CH3:21])[C:18]([CH3:24])([CH3:23])[O:17]2)[O:20][C:19]([CH3:22])([CH3:21])[C:18]([CH3:24])([CH3:23])[O:17]1.C(Cl)Cl.C([O-])(=O)C.[K+]. The catalyst is C(OCC)(=O)C.C1C=CC(P(C2C=CC=CC=2)[C-]2C=CC=C2)=CC=1.C1C=CC(P(C2C=CC=CC=2)[C-]2C=CC=C2)=CC=1.Cl[Pd]Cl.[Fe+2].CN(C=O)C. The product is [F:15][C:3]1[CH:4]=[C:5]([CH:13]=[CH:14][C:2]=1[B:16]1[O:20][C:19]([CH3:22])([CH3:21])[C:18]([CH3:24])([CH3:23])[O:17]1)[CH2:6][N:7]1[CH2:12][CH2:11][O:10][CH2:9][CH2:8]1. The yield is 0.650. (3) The reactants are Cl[CH2:2][CH2:3][CH2:4][CH2:5][CH2:6][CH2:7][C:8]#[C:9][CH2:10][CH2:11][CH2:12][CH3:13].[I-:14].[K+].[N:16]1[CH:21]=[C:20]([CH3:22])[CH:19]=[C:18]([CH3:23])[CH:17]=1. The catalyst is CC(=O)CC. The product is [I-:14].[CH2:2]([N+:16]1[CH:21]=[C:20]([CH3:22])[CH:19]=[C:18]([CH3:23])[CH:17]=1)[CH2:3][CH2:4][CH2:5][CH2:6][CH2:7][C:8]#[C:9][CH2:10][CH2:11][CH2:12][CH3:13]. The yield is 0.780. (4) The reactants are [F:1][C:2]1[CH:3]=[CH:4][CH:5]=[C:6]2[C:10]=1[NH:9][C:8](=[O:11])[C:7]2([CH3:13])[CH3:12].[H-].[Na+].[Cl:16][C:17]1[CH:18]=[C:19]([C@H:23]2[O:25][C@@H:24]2[CH2:26][OH:27])[CH:20]=[CH:21][CH:22]=1.[Na].N1C2C(=CC=CC=2)CC1=O. The catalyst is CN(C)C=O.CC(C)[O-].[Ti+4].CC(C)[O-].CC(C)[O-].CC(C)[O-]. The product is [F:1][C:2]1[CH:3]=[CH:4][CH:5]=[C:6]2[C:10]=1[N:9]([C@@H:23]([C:19]1[CH:20]=[CH:21][CH:22]=[C:17]([Cl:16])[CH:18]=1)[C@H:24]([OH:25])[CH2:26][OH:27])[C:8](=[O:11])[C:7]2([CH3:13])[CH3:12]. The yield is 0.850. (5) The reactants are [CH3:1][N:2]([CH3:19])[C:3](=[O:18])[O:4][C:5]1[CH:10]=[CH:9][C:8]([CH:11]([OH:15])[CH2:12][CH2:13][OH:14])=[C:7]([CH:16]=[CH2:17])[CH:6]=1.C(N([CH2:25][CH3:26])CC)C.[C:27]([Si:31]([CH3:34])([CH3:33])Cl)([CH3:30])([CH3:29])[CH3:28].O. The catalyst is ClCCl.CN(C)C1C=CN=CC=1. The product is [CH3:19][N:2]([CH3:1])[C:3](=[O:18])[O:4][C:5]1[CH:10]=[CH:9][C:8]([CH:11]([OH:15])[CH2:12][CH2:13][O:14][Si:31]([C:27]([CH3:30])([CH3:29])[CH3:28])([C:34]2[CH:26]=[CH:25][CH:12]=[CH:11][CH:8]=2)[C:33]2[CH:9]=[CH:10][CH:5]=[CH:6][CH:7]=2)=[C:7]([CH:16]=[CH2:17])[CH:6]=1. The yield is 0.700. (6) The reactants are [Si:1]([O:8][C@H:9]([C@H:17]([O:20][Si:21]([C:24]([CH3:27])([CH3:26])[CH3:25])([CH3:23])[CH3:22])[CH:18]=O)[CH2:10][CH2:11][CH2:12][C:13]([O:15][CH3:16])=[O:14])([C:4]([CH3:7])([CH3:6])[CH3:5])([CH3:3])[CH3:2].[CH:28]([I:31])(I)I. The catalyst is C1COCC1.[Cl-].[Cr+3].[Cl-].[Cl-]. The product is [Si:1]([O:8][C@H:9]([C@H:17]([O:20][Si:21]([C:24]([CH3:25])([CH3:27])[CH3:26])([CH3:22])[CH3:23])/[CH:18]=[CH:28]/[I:31])[CH2:10][CH2:11][CH2:12][C:13]([O:15][CH3:16])=[O:14])([C:4]([CH3:5])([CH3:7])[CH3:6])([CH3:3])[CH3:2]. The yield is 0.400. (7) The reactants are C(Cl)(=O)C.[S:5]1[C:9]([C:10]23[CH2:17][N:16]([C:18]([O:20][C:21]([CH3:24])([CH3:23])[CH3:22])=[O:19])[CH2:15][CH:14]2[CH2:13][O:12][N:11]3CC2C=CC(OC)=CC=2)=[CH:8][CH:7]=[N:6]1.FC(F)(F)C(O)=O.O(C(OC(C)(C)C)=O)C(OC(C)(C)C)=O.CCCC(C)C.C(OCC)(=O)C. The catalyst is Cl.O1CCCC1.CC(OC)(C)C.C(Cl)Cl.C(O)(C)C. The product is [S:5]1[C:9]([C:10]23[CH2:17][N:16]([C:18]([O:20][C:21]([CH3:24])([CH3:23])[CH3:22])=[O:19])[CH2:15][CH:14]2[CH2:13][O:12][NH:11]3)=[CH:8][CH:7]=[N:6]1. The yield is 0.889.